This data is from Full USPTO retrosynthesis dataset with 1.9M reactions from patents (1976-2016). The task is: Predict the reactants needed to synthesize the given product. Given the product [CH3:1][C:2]1[C:6]([C:7]2[CH:8]=[C:9]3[C:13](=[C:14]([O:16][CH3:17])[CH:15]=2)[NH:12][C:11](=[O:18])[C:10]3=[O:19])=[C:5]([CH3:23])[O:4][N:3]=1, predict the reactants needed to synthesize it. The reactants are: [CH3:1][C:2]1[C:6]([C:7]2[CH:8]=[C:9]3[C:13](=[C:14]([O:16][CH3:17])[CH:15]=2)[NH:12][C:11](=[O:18])[C:10]23OCC[O:19]2)=[C:5]([CH3:23])[O:4][N:3]=1.C(O)(=O)C.Cl.